This data is from Forward reaction prediction with 1.9M reactions from USPTO patents (1976-2016). The task is: Predict the product of the given reaction. (1) Given the reactants [CH3:1][C:2]1[C:7]([C:8]([F:11])([F:10])[F:9])=[CH:6][CH:5]=[CH:4][C:3]=1[CH2:12][NH:13][C:14]1[N:15]=[C:16]([N:22]2[CH2:27][CH2:26][O:25][CH2:24][CH2:23]2)[S:17][C:18]=1[C:19]([NH2:21])=[O:20].[C:28]([O:31][CH2:32][C:33](Cl)=O)(=[O:30])[CH3:29], predict the reaction product. The product is: [C:28]([O:31][CH2:32][C:33]1[N:13]([CH2:12][C:3]2[CH:4]=[CH:5][CH:6]=[C:7]([C:8]([F:9])([F:10])[F:11])[C:2]=2[CH3:1])[C:14]2[N:15]=[C:16]([N:22]3[CH2:23][CH2:24][O:25][CH2:26][CH2:27]3)[S:17][C:18]=2[C:19](=[O:20])[N:21]=1)(=[O:30])[CH3:29]. (2) The product is: [F:10][C:11]([C:14]1[CH:15]=[C:16]([CH:32]=[CH:33][CH:34]=1)[O:17][C:18]1[CH:19]=[CH:20][C:21]([C:24]2[C:25]3=[N:31][S:6](=[O:8])(=[O:7])[CH2:5][CH2:4][N:26]3[CH:27]=[C:28]([CH3:30])[CH:29]=2)=[CH:22][CH:23]=1)([F:13])[CH3:12]. Given the reactants [H-].[Na+].Cl[CH2:4][CH2:5][S:6](Cl)(=[O:8])=[O:7].[F:10][C:11]([C:14]1[CH:15]=[C:16]([CH:32]=[CH:33][CH:34]=1)[O:17][C:18]1[CH:23]=[CH:22][C:21]([C:24]2[C:25]([NH2:31])=[N:26][CH:27]=[C:28]([CH3:30])[CH:29]=2)=[CH:20][CH:19]=1)([F:13])[CH3:12], predict the reaction product.